The task is: Regression. Given a peptide amino acid sequence and an MHC pseudo amino acid sequence, predict their binding affinity value. This is MHC class I binding data.. This data is from Peptide-MHC class I binding affinity with 185,985 pairs from IEDB/IMGT. (1) The peptide sequence is ILLMTVTSI. The MHC is HLA-B08:01 with pseudo-sequence HLA-B08:01. The binding affinity (normalized) is 0.0895. (2) The peptide sequence is SLSAYNIKLA. The MHC is HLA-A02:01 with pseudo-sequence HLA-A02:01. The binding affinity (normalized) is 0.348. (3) The peptide sequence is IQTPTKLMNK. The MHC is HLA-B53:01 with pseudo-sequence HLA-B53:01. The binding affinity (normalized) is 0. (4) The peptide sequence is LAYYNSCMLT. The MHC is HLA-A02:02 with pseudo-sequence HLA-A02:02. The binding affinity (normalized) is 0.770. (5) The peptide sequence is MSDIFASEV. The MHC is HLA-A30:01 with pseudo-sequence HLA-A30:01. The binding affinity (normalized) is 0.0847.